This data is from Full USPTO retrosynthesis dataset with 1.9M reactions from patents (1976-2016). The task is: Predict the reactants needed to synthesize the given product. (1) Given the product [CH:1]1([NH:7][C:8]([C:10]2[C:15]([OH:16])=[C:14]([C:34]([NH:33][CH2:61][C:60]([OH:63])=[O:62])=[O:36])[C:13](=[O:17])[N:12]([CH2:18][C:19]3[CH:24]=[CH:23][C:22]([C:25]([F:28])([F:26])[F:27])=[CH:21][CH:20]=3)[CH:11]=2)=[O:9])[CH2:6][CH2:5][CH2:4][CH2:3][CH2:2]1, predict the reactants needed to synthesize it. The reactants are: [CH:1]1([NH:7][C:8]([C:10]2[C:15]([OH:16])=[CH:14][C:13](=[O:17])[N:12]([CH2:18][C:19]3[CH:24]=[CH:23][C:22]([C:25]([F:28])([F:27])[F:26])=[CH:21][CH:20]=3)[CH:11]=2)=[O:9])[CH2:6][CH2:5][CH2:4][CH2:3][CH2:2]1.OC1C(C(OC)=O)=C[N:33](CC2C=CC(C(F)(F)F)=CC=2)[C:34](=[O:36])C=1.C1(N)CCCCC1.Cl.[C:60]([O:63]CC)(=[O:62])[CH3:61]. (2) Given the product [O:43]=[C:41]1[CH2:40][CH2:39][CH2:38][N:37]1[CH2:1][C:3]1[CH:30]=[CH:29][C:6]2[N:7]([C:23]3[CH:28]=[CH:27][CH:26]=[CH:25][CH:24]=3)[C:8]([NH:10][C:11](=[O:22])[C:12]3[CH:17]=[CH:16][CH:15]=[C:14]([C:18]([F:19])([F:20])[F:21])[CH:13]=3)=[N:9][C:5]=2[CH:4]=1, predict the reactants needed to synthesize it. The reactants are: [CH:1]([C:3]1[CH:30]=[CH:29][C:6]2[N:7]([C:23]3[CH:28]=[CH:27][CH:26]=[CH:25][CH:24]=3)[C:8]([NH:10][C:11](=[O:22])[C:12]3[CH:17]=[CH:16][CH:15]=[C:14]([C:18]([F:21])([F:20])[F:19])[CH:13]=3)=[N:9][C:5]=2[CH:4]=1)=O.CC([O-])=O.[Na+].Cl.[NH2:37][CH2:38][CH2:39][CH2:40][C:41]([O:43]CC)=O.[BH3-]C#N.[Na+]. (3) Given the product [OH:1][C:2]1[CH:3]=[C:4]([CH2:5][N:10]2[CH2:11][CH2:12][CH:13]([NH:16][C:17](=[O:23])[O:18][C:19]([CH3:21])([CH3:20])[CH3:22])[CH2:14][CH2:15]2)[CH:7]=[CH:8][CH:9]=1, predict the reactants needed to synthesize it. The reactants are: [OH:1][C:2]1[CH:3]=[C:4]([CH:7]=[CH:8][CH:9]=1)[CH:5]=O.[NH:10]1[CH2:15][CH2:14][CH:13]([NH:16][C:17](=[O:23])[O:18][C:19]([CH3:22])([CH3:21])[CH3:20])[CH2:12][CH2:11]1.C(O)(=O)C.[BH-](OC(C)=O)(OC(C)=O)OC(C)=O.[Na+]. (4) Given the product [CH:10]1([S:9][C:5]2[N:4]=[C:3]([CH2:2][O:26][C:23]3[CH:24]=[CH:25][C:20]([CH2:19][CH2:18][C:17]([OH:28])=[O:16])=[CH:21][C:22]=3[F:27])[CH:8]=[CH:7][CH:6]=2)[CH2:13][CH2:12][CH2:11]1, predict the reactants needed to synthesize it. The reactants are: Cl[CH2:2][C:3]1[CH:8]=[CH:7][CH:6]=[C:5]([S:9][CH:10]2[CH2:13][CH2:12][CH2:11]2)[N:4]=1.C([O:16][C:17](=[O:28])[CH2:18][CH2:19][C:20]1[CH:25]=[CH:24][C:23]([OH:26])=[C:22]([F:27])[CH:21]=1)C.